Predict the reactants needed to synthesize the given product. From a dataset of Full USPTO retrosynthesis dataset with 1.9M reactions from patents (1976-2016). (1) The reactants are: [ClH:1].[N:2]1([CH:6]2[CH2:23][CH2:22][C:9]3([CH2:14][CH2:13][N:12](C(OCCCC)=O)[CH2:11][CH2:10]3)[CH2:8][CH2:7]2)[CH2:5][CH2:4][CH2:3]1. Given the product [ClH:1].[ClH:1].[N:2]1([CH:6]2[CH2:7][CH2:8][C:9]3([CH2:14][CH2:13][NH:12][CH2:11][CH2:10]3)[CH2:22][CH2:23]2)[CH2:3][CH2:4][CH2:5]1, predict the reactants needed to synthesize it. (2) Given the product [CH3:66][N:8]([CH3:9])[CH2:48][CH2:47][CH2:52][O:15][C:16]1[CH:21]=[CH:20][C:19]([C:22]2[CH:23]=[CH:24][C:25]([NH:28][C:29]([C:31]3[CH:32]=[C:33]([C:39]4[CH:44]=[CH:43][CH:42]=[C:41]([O:45][CH3:46])[CH:40]=4)[C:34]([O:37][CH3:38])=[CH:35][CH:36]=3)=[O:30])=[CH:26][CH:27]=2)=[CH:18][CH:17]=1, predict the reactants needed to synthesize it. The reactants are: CC(OC(/N=[N:8]/[C:9](OC(C)C)=O)=O)C.[OH:15][C:16]1[CH:21]=[CH:20][C:19]([C:22]2[CH:27]=[CH:26][C:25]([NH:28][C:29]([C:31]3[CH:32]=[C:33]([C:39]4[CH:44]=[CH:43][CH:42]=[C:41]([O:45][CH3:46])[CH:40]=4)[C:34]([O:37][CH3:38])=[CH:35][CH:36]=3)=[O:30])=[CH:24][CH:23]=2)=[CH:18][CH:17]=1.[C:47]1(P(C2C=CC=CC=2)C2C=CC=CC=2)[CH:52]=CC=C[CH:48]=1.[CH2:66]1COCC1. (3) Given the product [CH3:15][C:12]1[N:11]=[C:10]([C:16]2[CH:17]=[N:18][CH:19]=[N:20][CH:21]=2)[C:9]([O:8][C:6]2[CH:5]=[CH:4][N:3]=[C:2]([NH:27][C:26]3[CH:28]=[C:29]([O:33][CH3:34])[C:30]([O:31][CH3:32])=[C:24]([O:23][CH3:22])[CH:25]=3)[CH:7]=2)=[CH:14][CH:13]=1, predict the reactants needed to synthesize it. The reactants are: Cl[C:2]1[CH:7]=[C:6]([O:8][C:9]2[C:10]([C:16]3[CH:17]=[N:18][CH:19]=[N:20][CH:21]=3)=[N:11][C:12]([CH3:15])=[CH:13][CH:14]=2)[CH:5]=[CH:4][N:3]=1.[CH3:22][O:23][C:24]1[CH:25]=[C:26]([CH:28]=[C:29]([O:33][CH3:34])[C:30]=1[O:31][CH3:32])[NH2:27].C([O-])([O-])=O.[Cs+].[Cs+].CC1(C)C2C(=C(P(C3C=CC=CC=3)C3C=CC=CC=3)C=CC=2)OC2C(P(C3C=CC=CC=3)C3C=CC=CC=3)=CC=CC1=2. (4) Given the product [CH:1]([N:4]1[CH:8]=[C:7]([NH:37][C:32](=[O:33])[O:34][CH2:44][C:43]([Cl:47])([Cl:46])[Cl:42])[C:6]([C:12]2[CH:13]=[CH:14][CH:15]=[CH:16][CH:17]=2)=[N:5]1)([CH3:2])[CH3:3], predict the reactants needed to synthesize it. The reactants are: [CH:1]([N:4]1[CH:8]=[C:7](C(O)=O)[C:6]([C:12]2[CH:17]=[CH:16][CH:15]=[CH:14][CH:13]=2)=[N:5]1)([CH3:3])[CH3:2].C(N1C(C2C=CC=CC=2)=C([C:32]([OH:34])=[O:33])C=N1)(C)C.C([N:37](CC)CC)C.[Cl:42][C:43]([Cl:47])([Cl:46])[CH2:44]O.C1C=CC(P(N=[N+]=[N-])(C2C=CC=CC=2)=O)=CC=1.